From a dataset of Forward reaction prediction with 1.9M reactions from USPTO patents (1976-2016). Predict the product of the given reaction. (1) Given the reactants C([O:3][C:4]([C:6]1[N:7]=[C:8]([Br:16])[S:9][C:10]=1[C:11](OCC)=[O:12])=O)C.CC(C[AlH]CC(C)C)C.CO.[C@H](O)(C([O-])=O)[C@@H](O)C([O-])=O.[Na+].[K+], predict the reaction product. The product is: [Br:16][C:8]1[S:9][C:10]([CH2:11][OH:12])=[C:6]([CH2:4][OH:3])[N:7]=1. (2) Given the reactants [CH:1]1([CH2:6][CH:7]([CH2:26][N:27]([CH:29]=[O:30])[OH:28])[C:8]([NH:10][CH:11]([C:22]([CH3:25])([CH3:24])[CH3:23])[C:12]([N:14]([CH3:21])[CH:15]2[CH2:20][CH2:19][NH:18][CH2:17][CH2:16]2)=[O:13])=[O:9])CCCC1.[CH3:31][O:32][C:33]1[CH:41]=[CH:40][C:36]([C:37](Cl)=[O:38])=[CH:35][CH:34]=1.C(N([CH2:47][CH3:48])CC)C.N.Cl[CH2:51]Cl, predict the reaction product. The product is: [CH:6]1([CH:7]([CH2:26][N:27]([CH:29]=[O:30])[OH:28])[C:8]([NH:10][CH:11]([C:22]([CH3:24])([CH3:23])[CH3:25])[C:12]([N:14]([CH:15]2[CH2:20][CH2:19][N:18]([C:37](=[O:38])[C:36]3[CH:40]=[CH:41][C:33]([O:32][CH3:31])=[CH:34][CH:35]=3)[CH2:17][CH2:16]2)[CH3:21])=[O:13])=[O:9])[CH2:48][CH2:47][CH2:51][CH2:1]1. (3) Given the reactants [CH:1]1([NH:6][C:7]2[C:8]3[N:9]([C:13]([C:23]4[CH:28]=[CH:27][N:26]=[C:25]([NH:29][CH:30]5[CH2:34][CH2:33][CH2:32][CH2:31]5)[N:24]=4)=[C:14]([C:16]4[CH:17]=[C:18]([OH:22])[CH:19]=[CH:20][CH:21]=4)[N:15]=3)[CH:10]=[CH:11][CH:12]=2)[CH2:5][CH2:4][CH2:3][CH2:2]1.C(=O)([O-])[O-].[Cs+].[Cs+].[CH2:41](Br)[CH:42]=[CH2:43].CCOCC, predict the reaction product. The product is: [CH2:43]([O:22][C:18]1[CH:17]=[C:16]([C:14]2[N:15]=[C:8]3[C:7]([NH:6][CH:1]4[CH2:5][CH2:4][CH2:3][CH2:2]4)=[CH:12][CH:11]=[CH:10][N:9]3[C:13]=2[C:23]2[CH:28]=[CH:27][N:26]=[C:25]([NH:29][CH:30]3[CH2:34][CH2:33][CH2:32][CH2:31]3)[N:24]=2)[CH:21]=[CH:20][CH:19]=1)[CH:42]=[CH2:41]. (4) Given the reactants [N:1]1([CH2:6][CH2:7][CH2:8][O:9][C:10]2[CH:15]=[CH:14][C:13]([C:16]3([CH2:22][NH2:23])[CH2:21][CH2:20][O:19][CH2:18][CH2:17]3)=[CH:12][CH:11]=2)[CH2:5][CH2:4][CH2:3][CH2:2]1.C(N(CC)CC)C.[CH3:31][N:32]([CH3:36])[C:33](Cl)=[O:34], predict the reaction product. The product is: [CH3:31][N:32]([CH3:36])[C:33]([NH:23][CH2:22][C:16]1([C:13]2[CH:14]=[CH:15][C:10]([O:9][CH2:8][CH2:7][CH2:6][N:1]3[CH2:5][CH2:4][CH2:3][CH2:2]3)=[CH:11][CH:12]=2)[CH2:17][CH2:18][O:19][CH2:20][CH2:21]1)=[O:34]. (5) Given the reactants [F:1][C:2]1[C:10]([F:11])=[C:9]([F:12])[CH:8]=[CH:7][C:3]=1[C:4]([OH:6])=O.S(Cl)(Cl)=O.[CH3:17][N:18]([CH3:26])[CH:19]=[CH:20][C:21]([O:23][CH2:24][CH3:25])=[O:22].C(N(CC)CC)C, predict the reaction product. The product is: [CH3:17][N:18]([CH3:26])[CH:19]=[C:20]([C:4](=[O:6])[C:3]1[CH:7]=[CH:8][C:9]([F:12])=[C:10]([F:11])[C:2]=1[F:1])[C:21]([O:23][CH2:24][CH3:25])=[O:22]. (6) Given the reactants [Cl:1][C:2]1[CH:7]=[CH:6][C:5]([O:8][CH3:9])=[C:4]([F:10])[CH:3]=1.C([N-]C(C)C)(C)C.[Li+].CN(C)[CH:21]=[O:22], predict the reaction product. The product is: [Cl:1][C:2]1[C:3]([CH:21]=[O:22])=[C:4]([F:10])[C:5]([O:8][CH3:9])=[CH:6][CH:7]=1. (7) Given the reactants [H-].[Na+].[CH:3]1([C:9](=[O:17])[CH2:10]P(=O)(OC)OC)[CH2:8][CH2:7][CH2:6][CH2:5][CH2:4]1.[F:18][C:19]1[CH:26]=[CH:25][CH:24]=[C:23]([C:27]2[N:28]=[CH:29][N:30]([C:32]([C:45]3[CH:50]=[CH:49][CH:48]=[CH:47][CH:46]=3)([C:39]3[CH:44]=[CH:43][CH:42]=[CH:41][CH:40]=3)[C:33]3[CH:38]=[CH:37][CH:36]=[CH:35][CH:34]=3)[CH:31]=2)[C:20]=1[CH:21]=O, predict the reaction product. The product is: [CH:3]1([C:9](=[O:17])[CH:10]=[CH:21][C:20]2[C:23]([C:27]3[N:28]=[CH:29][N:30]([C:32]([C:33]4[CH:34]=[CH:35][CH:36]=[CH:37][CH:38]=4)([C:45]4[CH:46]=[CH:47][CH:48]=[CH:49][CH:50]=4)[C:39]4[CH:44]=[CH:43][CH:42]=[CH:41][CH:40]=4)[CH:31]=3)=[CH:24][CH:25]=[CH:26][C:19]=2[F:18])[CH2:8][CH2:7][CH2:6][CH2:5][CH2:4]1.